The task is: Predict the reactants needed to synthesize the given product.. This data is from Full USPTO retrosynthesis dataset with 1.9M reactions from patents (1976-2016). The reactants are: [NH2:1][C:2]1[N:23]=[CH:22][C:21]([N+:24]([O-])=O)=[CH:20][C:3]=1[C:4]([NH:6][CH2:7][C:8]1[S:9][C:10]([O:13][C:14]2[CH:19]=[CH:18][CH:17]=[CH:16][CH:15]=2)=[CH:11][CH:12]=1)=[O:5].[Cl-].[NH4+].C(O)C. Given the product [NH2:1][C:2]1[N:23]=[CH:22][C:21]([NH2:24])=[CH:20][C:3]=1[C:4]([NH:6][CH2:7][C:8]1[S:9][C:10]([O:13][C:14]2[CH:19]=[CH:18][CH:17]=[CH:16][CH:15]=2)=[CH:11][CH:12]=1)=[O:5], predict the reactants needed to synthesize it.